The task is: Predict which catalyst facilitates the given reaction.. This data is from Catalyst prediction with 721,799 reactions and 888 catalyst types from USPTO. (1) Reactant: [C:1]([C:5]1[C:15]([F:16])=[CH:14][C:8]([O:9][CH2:10][C:11]([OH:13])=O)=[CH:7][C:6]=1[F:17])([CH3:4])([CH3:3])[CH3:2].[Cl-].ClC1N(C)CC[NH+]1C.Cl.[NH2:28][C@@H:29]([C:31]1[CH:36]=[CH:35][C:34]([NH:37][S:38]([CH3:41])(=[O:40])=[O:39])=[CH:33][CH:32]=1)[CH3:30]. Product: [C:1]([C:5]1[C:6]([F:17])=[CH:7][C:8]([O:9][CH2:10][C:11]([NH:28][C@@H:29]([C:31]2[CH:32]=[CH:33][C:34]([NH:37][S:38]([CH3:41])(=[O:40])=[O:39])=[CH:35][CH:36]=2)[CH3:30])=[O:13])=[CH:14][C:15]=1[F:16])([CH3:2])([CH3:3])[CH3:4]. The catalyst class is: 66. (2) Reactant: [C:1]1([S:7](Cl)(=[O:9])=[O:8])[CH:6]=[CH:5][CH:4]=[CH:3][CH:2]=1.[NH2:11][C:12]1[CH:17]=[CH:16][CH:15]=[C:14]([O:18][CH2:19][CH2:20][C:21]2[CH:26]=[CH:25][C:24]([C:27]#[N:28])=[CH:23][CH:22]=2)[C:13]=1[CH3:29]. Product: [C:27]([C:24]1[CH:25]=[CH:26][C:21]([CH2:20][CH2:19][O:18][C:14]2[C:13]([CH3:29])=[C:12]([NH:11][S:7]([C:1]3[CH:6]=[CH:5][CH:4]=[CH:3][CH:2]=3)(=[O:9])=[O:8])[CH:17]=[CH:16][CH:15]=2)=[CH:22][CH:23]=1)#[N:28]. The catalyst class is: 17. (3) Reactant: [Cl:1][C:2]1[CH:28]=[C:27]([N:29]2[CH2:33][CH2:32][CH2:31][CH2:30]2)[CH:26]=[CH:25][C:3]=1[C:4]([N:6]1[C:12]2[CH:13]=[CH:14][CH:15]=[CH:16][C:11]=2[CH2:10][N:9](C(OC(C)(C)C)=O)[C@H:8]([CH3:24])[CH2:7]1)=[O:5].ClCCl. Product: [Cl:1][C:2]1[CH:28]=[C:27]([N:29]2[CH2:30][CH2:31][CH2:32][CH2:33]2)[CH:26]=[CH:25][C:3]=1[C:4]([N:6]1[C:12]2[CH:13]=[CH:14][CH:15]=[CH:16][C:11]=2[CH2:10][NH:9][C@H:8]([CH3:24])[CH2:7]1)=[O:5]. The catalyst class is: 55. (4) Reactant: [O:1]1[CH2:5][CH2:4][CH:3]([OH:6])[CH2:2]1.[H-].[Na+].Br[CH2:10][CH2:11][O:12][CH2:13][C:14]1[CH:19]=[CH:18][CH:17]=[CH:16][CH:15]=1. Product: [CH2:13]([O:12][CH2:11][CH2:10][O:6][CH:3]1[CH2:4][CH2:5][O:1][CH2:2]1)[C:14]1[CH:19]=[CH:18][CH:17]=[CH:16][CH:15]=1. The catalyst class is: 7. (5) Reactant: [C:1](=[NH:14])([C:8]1[CH:13]=[CH:12][CH:11]=[CH:10][CH:9]=1)[C:2]1[CH:7]=[CH:6][CH:5]=[CH:4][CH:3]=1.N[C:16]1[S:17][CH:18]=[C:19]([CH3:21])[N:20]=1. Product: [C:1](=[N:14][C:16]1[S:17][CH:18]=[C:19]([CH3:21])[N:20]=1)([C:8]1[CH:9]=[CH:10][CH:11]=[CH:12][CH:13]=1)[C:2]1[CH:7]=[CH:6][CH:5]=[CH:4][CH:3]=1. The catalyst class is: 11.